From a dataset of TCR-epitope binding with 47,182 pairs between 192 epitopes and 23,139 TCRs. Binary Classification. Given a T-cell receptor sequence (or CDR3 region) and an epitope sequence, predict whether binding occurs between them. (1) The epitope is FIAGLIAIV. The TCR CDR3 sequence is CASTDGRQPQHF. Result: 1 (the TCR binds to the epitope). (2) The epitope is KRWIIMGLNK. The TCR CDR3 sequence is CAGSFTTLGEQYF. Result: 1 (the TCR binds to the epitope). (3) The epitope is SLFNTVATLY. The TCR CDR3 sequence is CASSLGFFETQYF. Result: 0 (the TCR does not bind to the epitope). (4) The epitope is RILGAGCFV. The TCR CDR3 sequence is CASSIHGLETQYF. Result: 0 (the TCR does not bind to the epitope). (5) The epitope is IVTDFSVIK. The TCR CDR3 sequence is CASSEVWVGVNQNEQYF. Result: 1 (the TCR binds to the epitope). (6) The epitope is GVAMPNLYK. The TCR CDR3 sequence is CASSLFRGPNEQYF. Result: 0 (the TCR does not bind to the epitope).